Dataset: Reaction yield outcomes from USPTO patents with 853,638 reactions. Task: Predict the reaction yield, written as a fraction of the theoretical maximum amount of product (1.0 means a 100% yield; for example, 0.34 means a 34% yield). (1) The yield is 0.110. The reactants are [NH2:1][C:2]1[C:3]([C:19](=[O:21])[CH3:20])=[N:4][C:5]([N:8]2[CH2:13][CH2:12][N:11]([S:14]([CH2:17][CH3:18])(=[O:16])=[O:15])[CH2:10][CH2:9]2)=[CH:6][N:7]=1.[Br-:22].[Br-].[Br-].[NH+]1C=CC=CC=1.[NH+]1C=CC=CC=1.[NH+]1C=CC=CC=1.CCOCC. The product is [NH2:1][C:2]1[C:3]([C:19](=[O:21])[CH2:20][Br:22])=[N:4][C:5]([N:8]2[CH2:9][CH2:10][N:11]([S:14]([CH2:17][CH3:18])(=[O:16])=[O:15])[CH2:12][CH2:13]2)=[CH:6][N:7]=1. The catalyst is CC(O)=O.Br. (2) The reactants are [CH3:1][O:2][C:3](=[O:17])[CH2:4][N:5]1[C:10](=[O:11])[C:9]2[CH:12]=[CH:13][N:14]=[CH:15][C:8]=2[NH:7][C:6]1=[O:16].[I-].[CH3:19][N:20]1[C:28]2[C:23](=[C:24]([CH3:29])[CH:25]=[CH:26][CH:27]=2)[C:22]([CH2:30][N+](C)(C)C)=[CH:21]1.C(=O)([O-])[O-].[K+].[K+].O. The catalyst is CN(C)C=O. The product is [CH3:1][O:2][C:3](=[O:17])[CH2:4][N:5]1[C:10](=[O:11])[C:9]2[CH:12]=[CH:13][N:14]=[CH:15][C:8]=2[N:7]([CH2:30][C:22]2[C:23]3[C:28](=[CH:27][CH:26]=[CH:25][C:24]=3[CH3:29])[N:20]([CH3:19])[CH:21]=2)[C:6]1=[O:16]. The yield is 0.950. (3) The catalyst is O1CCCC1.O.C(OCC)(=O)C. The product is [Cl:1][C:2]1[CH:18]=[CH:17][C:5]([CH2:6][O:7][C:8]2[C:9]([O:16][CH2:22][CH2:21][F:20])=[C:10]([CH:13]=[CH:14][CH:15]=2)[CH:11]=[O:12])=[C:4]([F:19])[CH:3]=1. The reactants are [Cl:1][C:2]1[CH:18]=[CH:17][C:5]([CH2:6][O:7][C:8]2[C:9]([OH:16])=[C:10]([CH:13]=[CH:14][CH:15]=2)[CH:11]=[O:12])=[C:4]([F:19])[CH:3]=1.[F:20][CH2:21][CH2:22]O.C1(P(C2C=CC=CC=2)C2C=CC=CC=2)C=CC=CC=1.N(C(OC(C)C)=O)=NC(OC(C)C)=O. The yield is 0.540.